From a dataset of Retrosynthesis with 50K atom-mapped reactions and 10 reaction types from USPTO. Predict the reactants needed to synthesize the given product. Given the product NCc1ccccc1-c1ccccc1C(=O)Nc1ccc(C(=O)N2CCCc3ccccc32)cc1, predict the reactants needed to synthesize it. The reactants are: [N-]=[N+]=NCc1ccccc1-c1ccccc1C(=O)Nc1ccc(C(=O)N2CCCc3ccccc32)cc1.